Dataset: Full USPTO retrosynthesis dataset with 1.9M reactions from patents (1976-2016). Task: Predict the reactants needed to synthesize the given product. Given the product [NH2:1][C:2]1[N:7]2[N:8]=[CH:9][C:10]([C:11]3[CH:12]=[N:13][C:14]4[C:19]([CH:20]=3)=[CH:18][CH:17]=[CH:16][CH:15]=4)=[C:6]2[N:5]=[C:4]([O:21][C:22]2[CH:23]=[CH:24][C:25]([CH2:28][C:29]([OH:31])=[O:30])=[CH:26][CH:27]=2)[C:3]=1[Br:33], predict the reactants needed to synthesize it. The reactants are: [NH2:1][C:2]1[N:7]2[N:8]=[CH:9][C:10]([C:11]3[CH:12]=[N:13][C:14]4[C:19]([CH:20]=3)=[CH:18][CH:17]=[CH:16][CH:15]=4)=[C:6]2[N:5]=[C:4]([O:21][C:22]2[CH:27]=[CH:26][C:25]([CH2:28][C:29]([O:31]C)=[O:30])=[CH:24][CH:23]=2)[C:3]=1[Br:33].[Li+].[OH-].